From a dataset of Catalyst prediction with 721,799 reactions and 888 catalyst types from USPTO. Predict which catalyst facilitates the given reaction. (1) Reactant: [O:1]=[CH:2][C:3]([O:5][CH2:6][CH3:7])=[O:4].Br[Mg][CH2:10][CH:11]1[CH2:13][CH2:12]1. Product: [CH:11]1([CH2:10][CH:2]([OH:1])[C:3]([O:5][CH2:6][CH3:7])=[O:4])[CH2:13][CH2:12]1. The catalyst class is: 56. (2) The catalyst class is: 3. Reactant: CN(C(ON1N=NC2C=CC=NC1=2)=[N+](C)C)C.F[P-](F)(F)(F)(F)F.[F:25][C:26]1[NH:31][C:30](=[N:32][NH2:33])[CH:29]=[C:28]([C:34]2[CH:39]=[CH:38][N:37]=[C:36]([NH:40][C:41]3[N:42]([CH3:46])[N:43]=[CH:44][CH:45]=3)[N:35]=2)[CH:27]=1.[CH2:47]([CH:51]([CH2:55][NH:56][C:57]([O:59][C:60]([CH3:63])([CH3:62])[CH3:61])=[O:58])[C:52](O)=[O:53])[CH:48]([CH3:50])[CH3:49]. Product: [F:25][C:26]1[NH:31]/[C:30](=[N:32]\[NH:33][C:52]([CH:51]([CH2:47][CH:48]([CH3:50])[CH3:49])[CH2:55][NH:56][C:57](=[O:58])[O:59][C:60]([CH3:61])([CH3:62])[CH3:63])=[O:53])/[CH:29]=[C:28]([C:34]2[CH:39]=[CH:38][N:37]=[C:36]([NH:40][C:41]3[N:42]([CH3:46])[N:43]=[CH:44][CH:45]=3)[N:35]=2)[CH:27]=1. (3) Reactant: [Br:1][C:2]1[CH:8]=[C:7]([F:9])[CH:6]=[CH:5][C:3]=1[NH2:4].[NH4+].[N:11]#[C:12][S-:13].BrBr.[OH-].[Na+]. Product: [Br:1][C:2]1[C:3]2[N:4]=[C:12]([NH2:11])[S:13][C:5]=2[CH:6]=[C:7]([F:9])[CH:8]=1. The catalyst class is: 86. (4) Product: [Si:29]([O:7][CH:6]([CH:8]1[CH2:17][CH2:16][C:15]2[C:10](=[CH:11][CH:12]=[C:13]([O:18][C:19]3[CH:20]=[CH:21][CH:22]=[CH:23][CH:24]=3)[CH:14]=2)[CH2:9]1)[C:2]1[O:1][CH:5]=[CH:4][N:3]=1)([C:26]([CH3:28])([CH3:27])[CH3:25])([CH3:31])[CH3:30]. The catalyst class is: 31. Reactant: [O:1]1[CH:5]=[CH:4][N:3]=[C:2]1[CH:6]([CH:8]1[CH2:17][CH2:16][C:15]2[C:10](=[CH:11][CH:12]=[C:13]([O:18][C:19]3[CH:24]=[CH:23][CH:22]=[CH:21][CH:20]=3)[CH:14]=2)[CH2:9]1)[OH:7].[CH3:25][C:26]([Si:29](Cl)([CH3:31])[CH3:30])([CH3:28])[CH3:27].N1C=CN=C1.